This data is from NCI-60 drug combinations with 297,098 pairs across 59 cell lines. The task is: Regression. Given two drug SMILES strings and cell line genomic features, predict the synergy score measuring deviation from expected non-interaction effect. Drug 1: CCCCCOC(=O)NC1=NC(=O)N(C=C1F)C2C(C(C(O2)C)O)O. Drug 2: CC=C1C(=O)NC(C(=O)OC2CC(=O)NC(C(=O)NC(CSSCCC=C2)C(=O)N1)C(C)C)C(C)C. Cell line: CAKI-1. Synergy scores: CSS=35.8, Synergy_ZIP=1.82, Synergy_Bliss=1.22, Synergy_Loewe=-57.3, Synergy_HSA=-1.43.